This data is from NCI-60 drug combinations with 297,098 pairs across 59 cell lines. The task is: Regression. Given two drug SMILES strings and cell line genomic features, predict the synergy score measuring deviation from expected non-interaction effect. (1) Drug 1: CC1=C2C(C(=O)C3(C(CC4C(C3C(C(C2(C)C)(CC1OC(=O)C(C(C5=CC=CC=C5)NC(=O)OC(C)(C)C)O)O)OC(=O)C6=CC=CC=C6)(CO4)OC(=O)C)OC)C)OC. Drug 2: CCCS(=O)(=O)NC1=C(C(=C(C=C1)F)C(=O)C2=CNC3=C2C=C(C=N3)C4=CC=C(C=C4)Cl)F. Cell line: MDA-MB-231. Synergy scores: CSS=37.1, Synergy_ZIP=2.80, Synergy_Bliss=0.712, Synergy_Loewe=-21.1, Synergy_HSA=2.38. (2) Drug 1: CCC1(CC2CC(C3=C(CCN(C2)C1)C4=CC=CC=C4N3)(C5=C(C=C6C(=C5)C78CCN9C7C(C=CC9)(C(C(C8N6C)(C(=O)OC)O)OC(=O)C)CC)OC)C(=O)OC)O. Drug 2: CS(=O)(=O)CCNCC1=CC=C(O1)C2=CC3=C(C=C2)N=CN=C3NC4=CC(=C(C=C4)OCC5=CC(=CC=C5)F)Cl. Cell line: OVCAR3. Synergy scores: CSS=48.2, Synergy_ZIP=-0.469, Synergy_Bliss=-3.43, Synergy_Loewe=-11.6, Synergy_HSA=-0.464. (3) Drug 1: CC1=C2C(C(=O)C3(C(CC4C(C3C(C(C2(C)C)(CC1OC(=O)C(C(C5=CC=CC=C5)NC(=O)OC(C)(C)C)O)O)OC(=O)C6=CC=CC=C6)(CO4)OC(=O)C)OC)C)OC. Drug 2: CNC(=O)C1=NC=CC(=C1)OC2=CC=C(C=C2)NC(=O)NC3=CC(=C(C=C3)Cl)C(F)(F)F. Cell line: LOX IMVI. Synergy scores: CSS=55.8, Synergy_ZIP=1.62, Synergy_Bliss=-0.462, Synergy_Loewe=2.22, Synergy_HSA=4.93. (4) Drug 1: CC1=C2C(C(=O)C3(C(CC4C(C3C(C(C2(C)C)(CC1OC(=O)C(C(C5=CC=CC=C5)NC(=O)OC(C)(C)C)O)O)OC(=O)C6=CC=CC=C6)(CO4)OC(=O)C)OC)C)OC. Drug 2: C1CC(C1)(C(=O)O)C(=O)O.[NH2-].[NH2-].[Pt+2]. Cell line: MALME-3M. Synergy scores: CSS=39.2, Synergy_ZIP=-8.43, Synergy_Bliss=-4.65, Synergy_Loewe=0.378, Synergy_HSA=1.45. (5) Drug 1: CS(=O)(=O)C1=CC(=C(C=C1)C(=O)NC2=CC(=C(C=C2)Cl)C3=CC=CC=N3)Cl. Drug 2: CCN(CC)CCNC(=O)C1=C(NC(=C1C)C=C2C3=C(C=CC(=C3)F)NC2=O)C. Cell line: CCRF-CEM. Synergy scores: CSS=4.46, Synergy_ZIP=-0.563, Synergy_Bliss=0.342, Synergy_Loewe=-3.15, Synergy_HSA=-2.75. (6) Drug 1: CCCS(=O)(=O)NC1=C(C(=C(C=C1)F)C(=O)C2=CNC3=C2C=C(C=N3)C4=CC=C(C=C4)Cl)F. Drug 2: C1=CC(=C2C(=C1NCCNCCO)C(=O)C3=C(C=CC(=C3C2=O)O)O)NCCNCCO. Cell line: CCRF-CEM. Synergy scores: CSS=45.8, Synergy_ZIP=5.53, Synergy_Bliss=2.68, Synergy_Loewe=-32.8, Synergy_HSA=1.73. (7) Drug 1: C1CC(C1)(C(=O)O)C(=O)O.[NH2-].[NH2-].[Pt+2]. Drug 2: CC1CCCC2(C(O2)CC(NC(=O)CC(C(C(=O)C(C1O)C)(C)C)O)C(=CC3=CSC(=N3)C)C)C. Cell line: UACC62. Synergy scores: CSS=42.6, Synergy_ZIP=-5.33, Synergy_Bliss=-6.68, Synergy_Loewe=-4.91, Synergy_HSA=-2.30.